From a dataset of Forward reaction prediction with 1.9M reactions from USPTO patents (1976-2016). Predict the product of the given reaction. (1) Given the reactants [CH3:1][O:2][C:3](=[O:18])[C@@H:4]([O:15][CH2:16][CH3:17])[CH2:5][C:6]1[C:11]([CH3:12])=[CH:10][C:9]([OH:13])=[CH:8][C:7]=1[CH3:14].Cl[CH2:20][C:21]1[S:25][C:24]([C:26]2[CH:31]=[CH:30][C:29]([C:32]([F:35])([F:34])[F:33])=[CH:28][CH:27]=2)=[N:23][C:22]=1[CH3:36].C(=O)([O-])[O-].[Cs+].[Cs+].[I-].[K+], predict the reaction product. The product is: [CH3:1][O:2][C:3](=[O:18])[C@@H:4]([O:15][CH2:16][CH3:17])[CH2:5][C:6]1[C:11]([CH3:12])=[CH:10][C:9]([O:13][CH2:20][C:21]2[S:25][C:24]([C:26]3[CH:27]=[CH:28][C:29]([C:32]([F:35])([F:33])[F:34])=[CH:30][CH:31]=3)=[N:23][C:22]=2[CH3:36])=[CH:8][C:7]=1[CH3:14]. (2) Given the reactants [Si]([O:8][C@H:9]1[CH2:14][CH2:13][C@@:12]([C@H:16]2[CH2:27][CH2:26][C@@:25]3([CH3:28])[C@@H:18]([CH2:19][C:20]4[CH:24]=[N:23][NH:22][C:21]=43)[C@@H:17]2[CH2:29][NH:30]C(=O)OC(C)(C)C)([CH3:15])[C@@H:11]([CH2:38][O:39][Si](C(C)(C)C)(C)C)[CH2:10]1)(C(C)(C)C)(C)C.O.O1CCOCC1.[ClH:54], predict the reaction product. The product is: [ClH:54].[ClH:54].[NH2:30][CH2:29][C@@H:17]1[C@@H:16]([C@@:12]2([CH3:15])[CH2:13][CH2:14][C@H:9]([OH:8])[CH2:10][C@@H:11]2[CH2:38][OH:39])[CH2:27][CH2:26][C@@:25]2([CH3:28])[C@H:18]1[CH2:19][C:20]1[C:21]2=[N:22][NH:23][CH:24]=1. (3) Given the reactants [Cl:1][C:2]1[C:3]([NH:9][S:10]([C:13]2[CH:22]=[CH:21][C:16]([C:17]([O:19][CH3:20])=[O:18])=[CH:15][CH:14]=2)(=[O:12])=[O:11])=[N:4][CH:5]=[C:6]([Cl:8])[CH:7]=1.Cl[CH2:24][C:25]1[CH:30]=[CH:29][C:28]([C:31]2([CH3:34])[CH2:33][CH2:32]2)=[CH:27][CH:26]=1, predict the reaction product. The product is: [Cl:1][C:2]1[C:3]([N:9]([CH2:24][C:25]2[CH:30]=[CH:29][C:28]([C:31]3([CH3:34])[CH2:32][CH2:33]3)=[CH:27][CH:26]=2)[S:10]([C:13]2[CH:14]=[CH:15][C:16]([C:17]([O:19][CH3:20])=[O:18])=[CH:21][CH:22]=2)(=[O:12])=[O:11])=[N:4][CH:5]=[C:6]([Cl:8])[CH:7]=1. (4) Given the reactants [F:1][C:2]1[CH:3]=[CH:4][C:5]2[N:14]([CH3:15])[CH2:13][C:12]3[C:8]4[C:9](=[N:26][CH:27]=[CH:28][C:7]=4[C:6]=2[CH:29]=1)[N:10]([S:16]([C:19]1[CH:25]=[CH:24][C:22]([CH3:23])=[CH:21][CH:20]=1)(=[O:18])=[O:17])[CH:11]=3.C([N-]C(C)C)(C)C.[Li+].[I:38]I, predict the reaction product. The product is: [F:1][C:2]1[CH:3]=[CH:4][C:5]2[N:14]([CH3:15])[CH2:13][C:12]3[C:8]4[C:9](=[N:26][CH:27]=[CH:28][C:7]=4[C:6]=2[CH:29]=1)[N:10]([S:16]([C:19]1[CH:25]=[CH:24][C:22]([CH3:23])=[CH:21][CH:20]=1)(=[O:17])=[O:18])[C:11]=3[I:38]. (5) Given the reactants C(=O)([O-])[O-].[K+].[K+].O.[CH:8]([N:10]1[CH:15]=[C:14]([C:16]2[CH:21]=[CH:20][CH:19]=[CH:18][CH:17]=2)[N:13]([CH2:22][C:23]([O:25]CC)=[O:24])[C:12](=[O:28])[CH:11]1[CH:29]([CH3:31])[CH3:30])=[O:9].C(OCC)(=O)C, predict the reaction product. The product is: [CH:8]([N:10]1[CH:15]=[C:14]([C:16]2[CH:21]=[CH:20][CH:19]=[CH:18][CH:17]=2)[N:13]([CH2:22][C:23]([OH:25])=[O:24])[C:12](=[O:28])[CH:11]1[CH:29]([CH3:31])[CH3:30])=[O:9]. (6) Given the reactants C(OC([NH:8][C:9]1[CH:10]=[C:11]2[C:17]([C:18]3[CH:26]=[CH:25][C:21]([C:22]([OH:24])=[O:23])=[CH:20][C:19]=3[F:27])=[CH:16][N:15]([C:28](=[O:40])[C:29]3[C:34]([C:35]([F:38])([F:37])[F:36])=[CH:33][CH:32]=[CH:31][C:30]=3[Cl:39])[C:12]2=[CH:13][N:14]=1)=O)(C)(C)C.C(O)(C(F)(F)F)=O, predict the reaction product. The product is: [NH2:8][C:9]1[CH:10]=[C:11]2[C:17]([C:18]3[CH:26]=[CH:25][C:21]([C:22]([OH:24])=[O:23])=[CH:20][C:19]=3[F:27])=[CH:16][N:15]([C:28](=[O:40])[C:29]3[C:34]([C:35]([F:37])([F:38])[F:36])=[CH:33][CH:32]=[CH:31][C:30]=3[Cl:39])[C:12]2=[CH:13][N:14]=1.